Dataset: Reaction yield outcomes from USPTO patents with 853,638 reactions. Task: Predict the reaction yield, written as a fraction of the theoretical maximum amount of product (1.0 means a 100% yield; for example, 0.34 means a 34% yield). (1) The reactants are Cl.[NH2:2][CH2:3][C:4]1[CH:5]=[C:6]2[C:10](=[CH:11][CH:12]=1)[C:9](=[O:13])[N:8]([CH:14]1[CH2:19][CH2:18][C:17](=[O:20])[NH:16][C:15]1=[O:21])[CH2:7]2.[F:22][C:23]([F:37])([C:27]1[CH:32]=[CH:31][CH:30]=[CH:29][C:28]=1[O:33][CH2:34][CH2:35][OH:36])[C:24](O)=[O:25].C(N(CC)C(C)C)(C)C.F[P-](F)(F)(F)(F)F.CN(C(N(C)C)=[N+]1C2C(=NC=CC=2)[N+]([O-])=N1)C. The catalyst is CN(C)C=O.O. The product is [O:21]=[C:15]1[CH:14]([N:8]2[CH2:7][C:6]3[C:10](=[CH:11][CH:12]=[C:4]([CH2:3][NH:2][C:24](=[O:25])[C:23]([F:37])([F:22])[C:27]4[CH:32]=[CH:31][CH:30]=[CH:29][C:28]=4[O:33][CH2:34][CH2:35][OH:36])[CH:5]=3)[C:9]2=[O:13])[CH2:19][CH2:18][C:17](=[O:20])[NH:16]1. The yield is 0.0800. (2) The reactants are C[O:2][C:3]1[CH:8]=[CH:7][C:6]([C:9](=[O:12])[CH2:10][CH3:11])=[CH:5][CH:4]=1.C(O)(=O)C. The catalyst is Br(O)(=O)=O.C(OCC)(=O)C. The product is [OH:2][C:3]1[CH:4]=[CH:5][C:6]([C:9](=[O:12])[CH2:10][CH3:11])=[CH:7][CH:8]=1. The yield is 0.700. (3) The reactants are C(Cl)(=O)C(Cl)=O.[C:7]1([C:13]2[CH:14]=[C:15]([CH:19]=[CH:20][CH:21]=2)[C:16]([OH:18])=O)[CH:12]=[CH:11][CH:10]=[CH:9][CH:8]=1.[CH:22]([NH2:25])([CH3:24])[CH3:23]. The catalyst is C1COCC1.CN(C=O)C. The product is [CH:22]([NH:25][C:16](=[O:18])[C:15]1[CH:19]=[CH:20][CH:21]=[C:13]([C:7]2[CH:8]=[CH:9][CH:10]=[CH:11][CH:12]=2)[CH:14]=1)([CH3:24])[CH3:23]. The yield is 0.580. (4) The reactants are [N+:1]([C:4]1[CH:5]=[C:6]([CH:21]=[CH:22][CH:23]=1)[O:7][CH:8]1[CH2:13][CH2:12][N:11]([C:14]([O:16][C:17]([CH3:20])([CH3:19])[CH3:18])=[O:15])[CH2:10][CH2:9]1)([O-])=O. The catalyst is CO.[Ni]. The product is [NH2:1][C:4]1[CH:5]=[C:6]([CH:21]=[CH:22][CH:23]=1)[O:7][CH:8]1[CH2:13][CH2:12][N:11]([C:14]([O:16][C:17]([CH3:20])([CH3:18])[CH3:19])=[O:15])[CH2:10][CH2:9]1. The yield is 0.700.